This data is from Peptide-MHC class I binding affinity with 185,985 pairs from IEDB/IMGT. The task is: Regression. Given a peptide amino acid sequence and an MHC pseudo amino acid sequence, predict their binding affinity value. This is MHC class I binding data. (1) The peptide sequence is RTPKKTKANPL. The binding affinity (normalized) is 0.354. The MHC is Mamu-A02 with pseudo-sequence Mamu-A02. (2) The peptide sequence is ALDLSHFLK. The MHC is HLA-A11:01 with pseudo-sequence HLA-A11:01. The binding affinity (normalized) is 0.605. (3) The peptide sequence is LITEQFLCY. The binding affinity (normalized) is 0.0847. The MHC is HLA-B18:01 with pseudo-sequence HLA-B18:01. (4) The peptide sequence is CRFPRAHK. The MHC is Mamu-B08 with pseudo-sequence Mamu-B08. The binding affinity (normalized) is 0.504.